From a dataset of NCI-60 drug combinations with 297,098 pairs across 59 cell lines. Regression. Given two drug SMILES strings and cell line genomic features, predict the synergy score measuring deviation from expected non-interaction effect. Drug 1: CC1=C(C(=CC=C1)Cl)NC(=O)C2=CN=C(S2)NC3=CC(=NC(=N3)C)N4CCN(CC4)CCO. Drug 2: CC(C)NC(=O)C1=CC=C(C=C1)CNNC.Cl. Cell line: SF-295. Synergy scores: CSS=-0.269, Synergy_ZIP=1.46, Synergy_Bliss=2.65, Synergy_Loewe=-0.217, Synergy_HSA=0.231.